Dataset: Forward reaction prediction with 1.9M reactions from USPTO patents (1976-2016). Task: Predict the product of the given reaction. Given the reactants [F:1][C:2]1[CH:3]=[N:4][C:5]2[C:10]([C:11]=1[CH2:12][CH2:13][C:14]13[CH2:21][CH2:20][C:17]([NH:22][CH2:23][C:24]4[CH:25]=[CH:26][C:27]5[O:28][CH2:29][C:30](=O)[NH:31][C:32]=5[N:33]=4)([CH2:18][CH2:19]1)[CH2:16][O:15]3)=[N:9][C:8]([O:35][CH3:36])=[CH:7][CH:6]=2.Cl.[CH3:38][O:39][NH2:40], predict the reaction product. The product is: [CH3:38][O:39][N:40]=[C:30]1[CH2:29][O:28][C:27]2[CH:26]=[CH:25][C:24]([CH2:23][NH:22][C:17]34[CH2:20][CH2:21][C:14]([CH2:13][CH2:12][C:11]5[C:10]6[C:5](=[CH:6][CH:7]=[C:8]([O:35][CH3:36])[N:9]=6)[N:4]=[CH:3][C:2]=5[F:1])([CH2:19][CH2:18]3)[O:15][CH2:16]4)=[N:33][C:32]=2[NH:31]1.